Dataset: Forward reaction prediction with 1.9M reactions from USPTO patents (1976-2016). Task: Predict the product of the given reaction. (1) Given the reactants [NH2:1][CH2:2][C:3]1[C:12](=[O:13])[C:11]2[C:6](=[CH:7][C:8]([Cl:14])=[CH:9][CH:10]=2)[N:5]([C:15]2[CH:20]=[CH:19][CH:18]=[CH:17][CH:16]=2)[C:4]=1[C:21]([N:23]([CH3:25])[CH3:24])=[O:22].[S:26]1[C:30]2[CH:31]=[C:32]([C:35](O)=[O:36])[CH:33]=[CH:34][C:29]=2[N:28]=[CH:27]1, predict the reaction product. The product is: [CH3:24][N:23]([CH3:25])[C:21]([C:4]1[N:5]([C:15]2[CH:20]=[CH:19][CH:18]=[CH:17][CH:16]=2)[C:6]2[C:11]([C:12](=[O:13])[C:3]=1[CH2:2][NH:1][C:35]([C:32]1[CH:33]=[CH:34][C:29]3[N:28]=[CH:27][S:26][C:30]=3[CH:31]=1)=[O:36])=[CH:10][CH:9]=[C:8]([Cl:14])[CH:7]=2)=[O:22]. (2) Given the reactants Cl.[CH3:2][O:3][C:4]1[CH:5]=[C:6]([CH:8]=[C:9]([O:17][CH3:18])[C:10]=1[O:11][CH2:12][C:13]([F:16])([F:15])[F:14])N.Cl.N([O-])=O.[Na+].[I-:24].[K+], predict the reaction product. The product is: [I:24][C:6]1[CH:5]=[C:4]([O:3][CH3:2])[C:10]([O:11][CH2:12][C:13]([F:16])([F:15])[F:14])=[C:9]([O:17][CH3:18])[CH:8]=1. (3) Given the reactants I([O-])(=O)(=O)=[O:2].[Na+].[CH2:7]([N:14]1[C:19](=[O:20])[C:18]2=[C:21]([Cl:24])[CH:22]=[CH:23][N:17]2[N:16]=[C:15]1[CH:25]=CN(C)C)[C:8]1[CH:13]=[CH:12][CH:11]=[CH:10][CH:9]=1, predict the reaction product. The product is: [CH2:7]([N:14]1[C:19](=[O:20])[C:18]2=[C:21]([Cl:24])[CH:22]=[CH:23][N:17]2[N:16]=[C:15]1[CH:25]=[O:2])[C:8]1[CH:13]=[CH:12][CH:11]=[CH:10][CH:9]=1. (4) Given the reactants FC(F)(F)CCS(N([C@@H](CCC=C)C(OC)=O)C)(=O)=O.[CH2:21]([O:23][C:24]1[CH:28]=[CH:27][S:26][C:25]=1[C:29]([N:31]([C@@H:33]([CH2:38][CH:39]=[CH2:40])[C:34]([O:36]C)=[O:35])[CH3:32])=[O:30])[CH3:22], predict the reaction product. The product is: [CH2:21]([O:23][C:24]1[CH:28]=[CH:27][S:26][C:25]=1[C:29]([N:31]([C@@H:33]([CH2:38][CH:39]=[CH2:40])[C:34]([OH:36])=[O:35])[CH3:32])=[O:30])[CH3:22].